This data is from Forward reaction prediction with 1.9M reactions from USPTO patents (1976-2016). The task is: Predict the product of the given reaction. (1) Given the reactants [CH2:1]([N:8]([CH2:23][CH:24]=[O:25])[C:9]([CH:11]1[C:14]2[CH:15]=[CH:16][CH:17]=[C:18]([C:19]([F:22])([F:21])[F:20])[C:13]=2[CH2:12]1)=[O:10])[C:2]1[CH:7]=[CH:6][CH:5]=[CH:4][CH:3]=1.ClC1C=CC=CC=1Cl.C(OCC)(=O)C, predict the reaction product. The product is: [CH2:1]([N:8]1[C:9](=[O:10])[C@@H:11]2[C:14]3[CH:15]=[CH:16][CH:17]=[C:18]([C:19]([F:22])([F:21])[F:20])[C:13]=3[CH2:12][O:25][C@H:24]2[CH2:23]1)[C:2]1[CH:3]=[CH:4][CH:5]=[CH:6][CH:7]=1. (2) Given the reactants C(OC(N=NC(OC(C)C)=O)=O)(C)C.[CH2:15]([O:17][C:18]([C:20]1[S:21][C:22]([C:27]([O:29][CH2:30][CH3:31])=[O:28])=[C:23]([OH:26])[C:24]=1[OH:25])=[O:19])[CH3:16].[F:32][C:33]([F:38])([CH2:36]O)[CH2:34]O.C(P(CCCC)CCCC)CCC, predict the reaction product. The product is: [CH2:30]([O:29][C:27]([C:22]1[S:21][C:20]([C:18]([O:17][CH2:15][CH3:16])=[O:19])=[C:24]2[C:23]=1[O:26][CH2:36][C:33]([F:38])([F:32])[CH2:34][O:25]2)=[O:28])[CH3:31]. (3) The product is: [Cl:44][C:45]1[S:49][C:48]([S:50]([NH:53][C:19]([C:17]2([CH3:22])[CH2:16][N:15]([C:4]3[C:3]([C:1]#[N:2])=[CH:8][C:7]([C:9]([O:11][CH2:12][CH3:13])=[O:10])=[C:6]([CH3:14])[N:5]=3)[CH2:18]2)=[O:21])(=[O:52])=[O:51])=[CH:47][CH:46]=1. Given the reactants [C:1]([C:3]1[C:4]([N:15]2[CH2:18][C:17]([CH3:22])([C:19]([OH:21])=O)[CH2:16]2)=[N:5][C:6]([CH3:14])=[C:7]([C:9]([O:11][CH2:12][CH3:13])=[O:10])[CH:8]=1)#[N:2].CCN=C=NCCCN(C)C.C1C=CC2N(O)N=NC=2C=1.[Cl:44][C:45]1[S:49][C:48]([S:50]([NH2:53])(=[O:52])=[O:51])=[CH:47][CH:46]=1.CCN(C(C)C)C(C)C, predict the reaction product. (4) The product is: [CH:1]([N:14]1[C:15]2[CH:16]=[C:17]([C:32]3[C:33]([CH3:38])=[N:34][O:35][C:36]=3[CH3:37])[CH:18]=[C:19]([C:30]#[N:31])[C:20]=2[C:21]2[C:26]1=[CH:25][C:24]([C:27]([N:61]1[CH2:66][CH2:65][O:64][CH2:63][CH2:62]1)=[O:28])=[CH:23][CH:22]=2)([C:8]1[CH:9]=[CH:10][CH:11]=[CH:12][CH:13]=1)[C:2]1[CH:3]=[CH:4][CH:5]=[CH:6][CH:7]=1. Given the reactants [CH:1]([N:14]1[C:26]2[CH:25]=[C:24]([C:27](O)=[O:28])[CH:23]=[CH:22][C:21]=2[C:20]2[C:15]1=[CH:16][C:17]([C:32]1[C:33]([CH3:38])=[N:34][O:35][C:36]=1[CH3:37])=[CH:18][C:19]=2[C:30]#[N:31])([C:8]1[CH:13]=[CH:12][CH:11]=[CH:10][CH:9]=1)[C:2]1[CH:7]=[CH:6][CH:5]=[CH:4][CH:3]=1.CN(C(ON1N=NC2C=CC=CC1=2)=[N+](C)C)C.[B-](F)(F)(F)F.[NH:61]1[CH2:66][CH2:65][O:64][CH2:63][CH2:62]1, predict the reaction product. (5) Given the reactants [CH2:1](Br)[C:2]1[CH:7]=[CH:6][CH:5]=[CH:4][CH:3]=1.[F:9][C:10]([F:29])([F:28])[C:11]([NH:13][C@@H:14]([CH3:27])[C@H:15]([OH:26])[C:16]1[CH:21]=[CH:20][C:19]([OH:22])=[C:18]([N+:23]([O-:25])=[O:24])[CH:17]=1)=[O:12].C(=O)([O-])[O-].[K+].[K+], predict the reaction product. The product is: [CH2:1]([O:22][C:19]1[CH:20]=[CH:21][C:16]([C@@H:15]([OH:26])[C@@H:14]([NH:13][C:11](=[O:12])[C:10]([F:29])([F:28])[F:9])[CH3:27])=[CH:17][C:18]=1[N+:23]([O-:25])=[O:24])[C:2]1[CH:7]=[CH:6][CH:5]=[CH:4][CH:3]=1. (6) Given the reactants [Cl:1][C:2]1[C:8]([C:9]2[O:10][C:11]3[CH:17]=[CH:16][CH:15]=[CH:14][C:12]=3[N:13]=2)=[CH:7][C:5]([NH2:6])=[C:4]([NH:18][CH:19]2[CH2:24][CH2:23][O:22][CH2:21][CH2:20]2)[CH:3]=1.Cl.[C:26](=N)(OC)[CH3:27].O, predict the reaction product. The product is: [O:10]1[C:11]2[CH:17]=[CH:16][CH:15]=[CH:14][C:12]=2[N:13]=[C:9]1[C:8]1[C:2]([Cl:1])=[CH:3][C:4]2[N:18]([CH:19]3[CH2:24][CH2:23][O:22][CH2:21][CH2:20]3)[C:26]([CH3:27])=[N:6][C:5]=2[CH:7]=1. (7) Given the reactants Br[C:2]1[C:3]2[NH:7][C:6]([C:8]([C:32]3[CH:37]=[CH:36][CH:35]=[CH:34][CH:33]=3)=[C:9]3[N:31]=[C:12]([CH:13]=[C:14]4[NH:30][C:17](=[C:18]([C:24]5[CH:29]=[CH:28][CH:27]=[CH:26][CH:25]=5)[C:19]5[CH:20]=[CH:21][C:22]=1[N:23]=5)[CH:16]=[CH:15]4)[CH:11]=[CH:10]3)=[CH:5][CH:4]=2.[NH2:38][C:39]1[CH:44]=[CH:43][CH:42]=[CH:41][CH:40]=1.C1C=CC(P(C2C(OC3C(P(C4C=CC=CC=4)C4C=CC=CC=4)=CC=CC=3)=CC=CC=2)C2C=CC=CC=2)=CC=1.P.C(=O)([O-])[O-].[Cs+].[Cs+], predict the reaction product. The product is: [C:39]1([NH:38][C:2]2[C:3]3[NH:7][C:6]([C:8]([C:32]4[CH:37]=[CH:36][CH:35]=[CH:34][CH:33]=4)=[C:9]4[N:31]=[C:12]([CH:13]=[C:14]5[NH:30][C:17](=[C:18]([C:24]6[CH:29]=[CH:28][CH:27]=[CH:26][CH:25]=6)[C:19]6[CH:20]=[CH:21][C:22]=2[N:23]=6)[CH:16]=[CH:15]5)[CH:11]=[CH:10]4)=[CH:5][CH:4]=3)[CH:44]=[CH:43][CH:42]=[CH:41][CH:40]=1. (8) Given the reactants [CH2:1]([C:4]1[C:5]([O:9][CH2:10][C:11]2[CH:20]=[CH:19][C:18]3[C:13](=[CH:14][CH:15]=[CH:16][CH:17]=3)[N:12]=2)=[N:6][NH:7][CH:8]=1)[CH2:2][CH3:3].[H-].[Na+].Br[CH2:24][C:25]([O:27][CH2:28][CH3:29])=[O:26].O, predict the reaction product. The product is: [CH2:1]([C:4]1[C:5]([O:9][CH2:10][C:11]2[CH:20]=[CH:19][C:18]3[C:13](=[CH:14][CH:15]=[CH:16][CH:17]=3)[N:12]=2)=[N:6][N:7]([CH2:24][C:25]([O:27][CH2:28][CH3:29])=[O:26])[CH:8]=1)[CH2:2][CH3:3].